This data is from Full USPTO retrosynthesis dataset with 1.9M reactions from patents (1976-2016). The task is: Predict the reactants needed to synthesize the given product. (1) Given the product [CH3:1][C:2]1[CH:7]=[CH:6][N:5]=[C:4]([NH:8][C:9]2[CH:14]=[CH:13][CH:12]=[C:11]([C:15]3[O:19][C:18]([C:21]#[C:22][C:23]4[CH:28]=[CH:27][CH:26]=[CH:25][CH:24]=4)=[N:17][CH:16]=3)[N:10]=2)[CH:3]=1, predict the reactants needed to synthesize it. The reactants are: [CH3:1][C:2]1[CH:7]=[CH:6][N:5]=[C:4]([NH:8][C:9]2[CH:14]=[CH:13][CH:12]=[C:11]([C:15]3[O:19][CH:18]=[N:17][CH:16]=3)[N:10]=2)[CH:3]=1.Br[C:21]#[C:22][C:23]1[CH:28]=[CH:27][CH:26]=[CH:25][CH:24]=1.C1C=CC(P(C2C(P(C3C=CC=CC=3)C3C=CC=CC=3)=CC=CC=2)C2C=CC=CC=2)=CC=1.O(C(C)(C)C)[Li]. (2) Given the product [C:1]([Si:5]([CH3:31])([CH3:30])[O:6][CH2:7][C@@H:8]([C@@H:17]1[C@@H:21]([C:22]2[CH:27]=[CH:26][C:25]([Cl:28])=[C:24]([Cl:29])[CH:23]=2)[CH2:20][N:19]([C:72]([C:68]2[CH:67]=[C:66]([CH3:65])[N:71]=[N:70][CH:69]=2)=[O:73])[CH2:18]1)[O:9][C:10]1[CH:15]=[CH:14][C:13]([Cl:16])=[CH:12][N:11]=1)([CH3:4])([CH3:3])[CH3:2], predict the reactants needed to synthesize it. The reactants are: [C:1]([Si:5]([CH3:31])([CH3:30])[O:6][CH2:7][C@@H:8]([C@@H:17]1[C@@H:21]([C:22]2[CH:27]=[CH:26][C:25]([Cl:28])=[C:24]([Cl:29])[CH:23]=2)[CH2:20][NH:19][CH2:18]1)[O:9][C:10]1[CH:15]=[CH:14][C:13]([Cl:16])=[CH:12][N:11]=1)([CH3:4])([CH3:3])[CH3:2].CCN(C(C)C)C(C)C.CN(C(ON1N=NC2C=CC=NC1=2)=[N+](C)C)C.F[P-](F)(F)(F)(F)F.[CH3:65][C:66]1[N:71]=[N:70][CH:69]=[C:68]([C:72](O)=[O:73])[CH:67]=1. (3) Given the product [ClH:24].[N:1]1[CH:6]=[CH:5][CH:4]=[CH:3][C:2]=1[N:7]1[C:8]2[CH:13]=[CH:12][CH:11]=[CH:10][C:9]=2[N:14]=[C:22]1/[CH:21]=[CH:20]/[C:19]1[CH:25]=[CH:26][C:16]([F:15])=[CH:17][CH:18]=1, predict the reactants needed to synthesize it. The reactants are: [N:1]1[CH:6]=[CH:5][CH:4]=[CH:3][C:2]=1[NH:7][C:8]1[CH:13]=[CH:12][CH:11]=[CH:10][C:9]=1[NH2:14].[F:15][C:16]1[CH:26]=[CH:25][C:19](/[CH:20]=[CH:21]/[C:22]([Cl:24])=O)=[CH:18][CH:17]=1.N1C=CC=CC=1N1C2C=CC=CC=2N=C1/C=C/C1C=CC=CC=1.Cl.